Dataset: Full USPTO retrosynthesis dataset with 1.9M reactions from patents (1976-2016). Task: Predict the reactants needed to synthesize the given product. (1) Given the product [NH2:3][C@@H:4]1[CH2:8][CH2:7][N:6]([CH2:9][C:10]2[CH:15]=[CH:14][C:13]([Cl:16])=[CH:12][CH:11]=2)[CH2:5]1, predict the reactants needed to synthesize it. The reactants are: Cl.Cl.[NH2:3][C@@H:4]1[CH2:8][CH2:7][N:6]([CH2:9][C:10]2[CH:15]=[CH:14][C:13]([Cl:16])=[CH:12][CH:11]=2)[CH2:5]1.[OH-].[Na+]. (2) Given the product [CH2:1]([N:6]1[CH:10]=[CH:9][N:8]=[C:7]1[CH:11]=[N:13][OH:14])[CH:2]=[CH:3][CH:4]=[CH2:5], predict the reactants needed to synthesize it. The reactants are: [CH2:1]([N:6]1[CH:10]=[CH:9][N:8]=[C:7]1[CH:11]=O)[CH:2]=[CH:3][CH:4]=[CH2:5].[NH2:13][OH:14].Cl.C([O-])([O-])=O.[Na+].[Na+]. (3) The reactants are: [C:1]([C:5]1[CH:9]=[C:8]([C:10]([O:12]CC)=[O:11])[N:7]([C:15]2[CH:20]=[CH:19][C:18]([C:21]#[N:22])=[CH:17][CH:16]=2)[N:6]=1)([CH3:4])([CH3:3])[CH3:2].C1COCC1.CCO.O.O[Li].O. Given the product [C:1]([C:5]1[CH:9]=[C:8]([C:10]([OH:12])=[O:11])[N:7]([C:15]2[CH:16]=[CH:17][C:18]([C:21]#[N:22])=[CH:19][CH:20]=2)[N:6]=1)([CH3:4])([CH3:2])[CH3:3], predict the reactants needed to synthesize it. (4) Given the product [Br:1][C:2]1[CH:7]=[CH:6][C:5]2[S:8][CH:9]=[C:10]([CH3:11])[C:4]=2[CH:3]=1, predict the reactants needed to synthesize it. The reactants are: [Br:1][C:2]1[CH:7]=[CH:6][C:5]([S:8][CH2:9][C:10](=O)[CH3:11])=[CH:4][CH:3]=1.